This data is from Catalyst prediction with 721,799 reactions and 888 catalyst types from USPTO. The task is: Predict which catalyst facilitates the given reaction. Reactant: C([O:4][CH2:5][C:6]1[N:10]([C:11]2[CH:16]=[C:15]([C:17]([F:20])([F:19])[F:18])[CH:14]=[C:13]([C:21]#[N:22])[CH:12]=2)[N:9]=[N:8][N:7]=1)(=O)C.[OH2:23].[OH-].[Li+]. Product: [OH:4][CH2:5][C:6]1[N:10]([C:11]2[CH:12]=[C:13]([CH:14]=[C:15]([C:17]([F:20])([F:19])[F:18])[CH:16]=2)[C:21]([NH2:22])=[O:23])[N:9]=[N:8][N:7]=1. The catalyst class is: 364.